This data is from Peptide-MHC class II binding affinity with 134,281 pairs from IEDB. The task is: Regression. Given a peptide amino acid sequence and an MHC pseudo amino acid sequence, predict their binding affinity value. This is MHC class II binding data. The MHC is DRB1_0802 with pseudo-sequence DRB1_0802. The peptide sequence is DKWLDAKSTWYGKPT. The binding affinity (normalized) is 0.613.